Predict the reaction yield, written as a fraction of the theoretical maximum amount of product (1.0 means a 100% yield; for example, 0.34 means a 34% yield). From a dataset of Reaction yield outcomes from USPTO patents with 853,638 reactions. (1) The reactants are [CH3:1][C@H:2]1[CH2:7][NH:6][C@H:5]([CH3:8])[CH2:4][NH:3]1.CS(O)(=O)=O.C([O-])(=O)C.[K+].Cl[C:20]([O:22][CH2:23][CH3:24])=[O:21]. The catalyst is O.O1CCCC1.C(O)C. The product is [CH3:1][C@H:2]1[CH2:7][NH:6][C@H:5]([CH3:8])[CH2:4][N:3]1[C:20]([O:22][CH2:23][CH3:24])=[O:21]. The yield is 0.740. (2) The reactants are [Br:1][C:2]1[CH:3]=[C:4]([C:8]2[N:12](COCC[Si](C)(C)C)[N:11]=[N:10][CH:9]=2)[CH:5]=[CH:6][CH:7]=1.Cl. The catalyst is C(O)C. The product is [Br:1][C:2]1[CH:3]=[C:4]([C:8]2[NH:12][N:11]=[N:10][CH:9]=2)[CH:5]=[CH:6][CH:7]=1. The yield is 0.970. (3) The reactants are [CH:1]1([S:7][C:8]2[CH:15]=[CH:14][CH:13]=[CH:12][C:9]=2[CH:10]=[O:11])[CH2:6][CH2:5][CH2:4][CH2:3][CH2:2]1.C1C=C(Cl)C=C(C(OO)=[O:24])C=1.[OH-:27].[Na+]. The catalyst is C(Cl)Cl.C1C=C(Cl)C=C(C(OO)=O)C=1. The product is [CH:1]1([S:7]([C:8]2[CH:15]=[CH:14][CH:13]=[CH:12][C:9]=2[CH:10]=[O:11])(=[O:24])=[O:27])[CH2:6][CH2:5][CH2:4][CH2:3][CH2:2]1. The yield is 0.910. (4) The reactants are Br[C:2]1[CH:3]=[C:4]([NH:13][C:14](=[O:25])[C:15]2[CH:20]=[CH:19][C:18]([O:21][CH3:22])=[C:17]([O:23][CH3:24])[CH:16]=2)[CH:5]=[CH:6][C:7]=1[C:8]([C:11]#[N:12])([CH3:10])[CH3:9].C([O-])([O-])=O.[K+].[K+].[C:32]1(C)[C:33](C)=CC=C[CH:37]=1. No catalyst specified. The product is [C:11]([C:8]([CH3:10])([CH3:9])[C:7]1[CH:6]=[CH:5][C:4]([NH:13][C:14](=[O:25])[C:15]2[CH:20]=[CH:19][C:18]([O:21][CH3:22])=[C:17]([O:23][CH3:24])[CH:16]=2)=[CH:3][C:2]=1[C:32]([CH3:33])=[CH2:37])#[N:12]. The yield is 0.500. (5) The reactants are [C:1]([O:7][CH2:8][CH:9]=[CH2:10])(=[O:6])[CH2:2][C:3]([CH3:5])=O.[Cl:11][C:12]1[CH:19]=[CH:18][CH:17]=[CH:16][C:13]=1[CH:14]=O.[NH4+:20].[OH-:21]. The catalyst is CCO. The product is [Cl:11][C:12]1[CH:19]=[CH:18][CH:17]=[CH:16][C:13]=1[CH:14]1[C:2]([C:1]([O:7][CH2:8][CH:9]=[CH2:10])=[O:6])=[C:3]([CH3:5])[NH:20][C:3]([CH3:5])=[C:2]1[C:1]([O:7][CH2:8][CH:9]=[CH2:10])=[O:21]. The yield is 0.200. (6) The yield is 0.310. The product is [F:33][C:30]1[CH:29]=[CH:28][C:27]([CH2:26][N:16]2[C:15](=[O:34])[C:14]([C:9]3[NH:8][C:7]4[CH:35]=[CH:36][C:4]([CH2:3][NH:2][S:51]([CH3:50])(=[O:53])=[O:52])=[CH:5][C:6]=4[S:11](=[O:13])(=[O:12])[N:10]=3)=[C:23]([OH:24])[C@H:22]3[C@@H:17]2[C@H:18]2[CH2:25][C@@H:21]3[CH2:20][CH2:19]2)=[CH:32][CH:31]=1. The reactants are Cl.[NH2:2][CH2:3][C:4]1[CH:36]=[CH:35][C:7]2[NH:8][C:9]([C:14]3[C:15](=[O:34])[N:16]([CH2:26][C:27]4[CH:32]=[CH:31][C:30]([F:33])=[CH:29][CH:28]=4)[C@@H:17]4[C@H:22]([C:23]=3[OH:24])[C@@H:21]3[CH2:25][C@H:18]4[CH2:19][CH2:20]3)=[N:10][S:11](=[O:13])(=[O:12])[C:6]=2[CH:5]=1.C(N(CC)CC)C.N1C=CC=CC=1.[CH3:50][S:51](Cl)(=[O:53])=[O:52]. The catalyst is C(Cl)Cl.C(OCC)(=O)C.O. (7) The reactants are [CH3:1][O:2][C:3]1[CH:4]=[C:5]([N:12]2[CH2:17][CH2:16][C:15](=O)[CH2:14][CH2:13]2)[CH:6]=[CH:7][C:8]=1[N+:9]([O-:11])=[O:10].[C@H:19]12[CH2:25][C@H:22]([NH:23][CH2:24]1)[CH2:21][N:20]2[C:26]([O:28][C:29]([CH3:32])([CH3:31])[CH3:30])=[O:27].CC(O)=O.C(O[BH-](OC(=O)C)OC(=O)C)(=O)C.[Na+].C([O-])(O)=O.[Na+]. The catalyst is C(Cl)Cl. The product is [CH3:1][O:2][C:3]1[CH:4]=[C:5]([N:12]2[CH2:17][CH2:16][CH:15]([N:23]3[CH2:24][C@@H:19]4[CH2:25][C@H:22]3[CH2:21][N:20]4[C:26]([O:28][C:29]([CH3:32])([CH3:31])[CH3:30])=[O:27])[CH2:14][CH2:13]2)[CH:6]=[CH:7][C:8]=1[N+:9]([O-:11])=[O:10]. The yield is 0.960.